From a dataset of Forward reaction prediction with 1.9M reactions from USPTO patents (1976-2016). Predict the product of the given reaction. (1) Given the reactants [H-].[Na+].[F:3][C:4]([F:8])([F:7])[CH2:5][OH:6].Cl[C:10]1[CH:15]=[C:14]([CH3:16])[N:13]=[C:12]([C:17]#[N:18])[CH:11]=1.[Cl-].[NH4+], predict the reaction product. The product is: [CH3:16][C:14]1[N:13]=[C:12]([C:17]#[N:18])[CH:11]=[C:10]([O:6][CH2:5][C:4]([F:8])([F:7])[F:3])[CH:15]=1. (2) Given the reactants [C:1]([C:5]1[CH:6]=[C:7]([OH:21])[C:8]([C:11]2[C:12]([OH:20])=[C:13]([O:18][CH3:19])[CH:14]=[C:15]([CH3:17])[CH:16]=2)=[CH:9][CH:10]=1)([CH3:4])([CH3:3])[CH3:2].N1[CH:27]=[CH:26][CH:25]=[CH:24][CH:23]=1.Cl[P:29]1[O:35][C:34]2[CH:36]=[CH:37][CH:38]=[CH:39][C:33]=2[C:32]2[CH:40]=[CH:41][CH:42]=[CH:43][C:31]=2[O:30]1, predict the reaction product. The product is: [C:1]([C:5]1[CH:10]=[CH:9][C:8]([C:11]2[CH:16]=[C:15]([CH3:17])[CH:14]=[C:13]([O:18][CH3:19])[C:12]=2[O:20][P:29]2[O:35][C:26]3[CH:27]=[CH:34][CH:36]=[CH:37][C:25]=3[C:24]3[CH:43]=[CH:31][CH:32]=[CH:33][C:23]=3[O:30]2)=[C:7]([O:21][P:29]2[O:35][C:34]3[CH:36]=[CH:37][CH:38]=[CH:39][C:33]=3[C:32]3[CH:40]=[CH:41][CH:42]=[CH:43][C:31]=3[O:30]2)[CH:6]=1)([CH3:4])([CH3:2])[CH3:3]. (3) Given the reactants [F:1][CH:2]([F:12])[C:3]1[C:7]([C:8](Cl)=[O:9])=[CH:6][N:5]([CH3:11])[N:4]=1.[Cl:13][C:14]1[CH:24]=[C:23]([Cl:25])[CH:22]=[CH:21][C:15]=1[CH2:16][C:17]1([NH2:20])[CH2:19][CH2:18]1.C(N(CC)CC)C, predict the reaction product. The product is: [Cl:13][C:14]1[CH:24]=[C:23]([Cl:25])[CH:22]=[CH:21][C:15]=1[CH2:16][C:17]1([NH:20][C:8]([C:7]2[C:3]([CH:2]([F:12])[F:1])=[N:4][N:5]([CH3:11])[CH:6]=2)=[O:9])[CH2:18][CH2:19]1. (4) Given the reactants [CH3:1][O:2][C:3]1[CH:4]=[C:5]([CH2:11][C:12](=[N:17]O)[C:13]([F:16])([F:15])[F:14])[CH:6]=[CH:7][C:8]=1[O:9][CH3:10].[H-].[H-].[H-].[H-].[Li+].[Al+3], predict the reaction product. The product is: [CH3:1][O:2][C:3]1[CH:4]=[C:5]([CH2:11][CH:12]([NH2:17])[C:13]([F:15])([F:16])[F:14])[CH:6]=[CH:7][C:8]=1[O:9][CH3:10]. (5) Given the reactants [NH2:1][C:2]1[N:3]([CH3:13])[C:4](=[O:12])[C:5]([CH3:11])=[C:6](O)[C:7]=1[C:8]#[N:9].C(Cl)(=O)C([Cl:17])=O, predict the reaction product. The product is: [NH2:1][C:2]1[N:3]([CH3:13])[C:4](=[O:12])[C:5]([CH3:11])=[C:6]([Cl:17])[C:7]=1[C:8]#[N:9]. (6) Given the reactants C(Cl)(=O)C.Cl.C(O)(C(F)(F)F)=O.[F:13][C:14]1[CH:15]=[C:16]([CH:42]=[C:43]([F:45])[CH:44]=1)[CH2:17][C@H:18]([NH:34]C(=O)OC(C)(C)C)[C@H:19]([OH:33])[CH2:20][NH:21][C:22]1([C:25]2[CH:30]=[CH:29][CH:28]=[C:27]([C:31]#[CH:32])[CH:26]=2)[CH2:24][CH2:23]1, predict the reaction product. The product is: [NH2:34][C@@H:18]([CH2:17][C:16]1[CH:42]=[C:43]([F:45])[CH:44]=[C:14]([F:13])[CH:15]=1)[C@H:19]([OH:33])[CH2:20][NH:21][C:22]1([C:25]2[CH:30]=[CH:29][CH:28]=[C:27]([C:31]#[CH:32])[CH:26]=2)[CH2:24][CH2:23]1. (7) Given the reactants C(OC(=O)[NH:7][C:8]1([C:12]2[CH:17]=[CH:16][C:15]([C:18]3[N:19]=[C:20]4[CH:25]=[CH:24][CH:23]=[CH:22][N:21]4[C:26]=3[C:27]3[CH:32]=[CH:31][CH:30]=[CH:29][CH:28]=3)=[CH:14][CH:13]=2)[CH2:11][CH2:10][CH2:9]1)(C)(C)C.Cl.O1CCOCC1, predict the reaction product. The product is: [C:27]1([C:26]2[N:21]3[CH:22]=[CH:23][CH:24]=[CH:25][C:20]3=[N:19][C:18]=2[C:15]2[CH:14]=[CH:13][C:12]([C:8]3([NH2:7])[CH2:11][CH2:10][CH2:9]3)=[CH:17][CH:16]=2)[CH:28]=[CH:29][CH:30]=[CH:31][CH:32]=1. (8) Given the reactants Br[C:2]1[CH:7]=[CH:6][C:5]([C:8]2[O:12][C:11]([C@@H:13]3[CH2:25][N:23]4[C:24]5[CH:16]([C@@H:17]([NH:26][C:27](=[O:30])[O:28][CH3:29])[CH2:18][CH2:19][C:20]=5[CH:21]=[CH:22]4)[C:15](=[O:31])[CH2:14]3)=[N:10][N:9]=2)=[CH:4][CH:3]=1.[CH3:32][CH:33]([CH3:67])[C@H:34]([NH:62][C:63](=[O:66])[O:64][CH3:65])[C:35](=[O:61])[N:36]1[CH2:40][CH2:39][CH2:38][C@H:37]1[C:41]1[NH:45][C:44]([C:46]2[CH:51]=[CH:50][C:49](B3OC(C)(C)C(C)(C)O3)=[CH:48][CH:47]=2)=[N:43][CH:42]=1.C(=O)([O-])[O-].[Cs+].[Cs+].CN(C=O)C, predict the reaction product. The product is: [CH3:29][O:28][C:27](=[O:30])[NH:26][C@@H:17]1[CH:16]2[C:15](=[O:31])[CH2:14][C@H:13]([C:11]3[O:12][C:8]([C:5]4[CH:6]=[CH:7][C:2]([C:49]5[CH:50]=[CH:51][C:46]([C:44]6[NH:45][C:41]([C@@H:37]7[CH2:38][CH2:39][CH2:40][N:36]7[C:35](=[O:61])[C@@H:34]([NH:62][C:63]([O:64][CH3:65])=[O:66])[CH:33]([CH3:67])[CH3:32])=[CH:42][N:43]=6)=[CH:47][CH:48]=5)=[CH:3][CH:4]=4)=[N:9][N:10]=3)[CH2:25][N:23]3[C:24]2=[C:20]([CH:21]=[CH:22]3)[CH2:19][CH2:18]1.